Dataset: Catalyst prediction with 721,799 reactions and 888 catalyst types from USPTO. Task: Predict which catalyst facilitates the given reaction. (1) Reactant: [C:1]([O:5][C:6](=[O:21])[NH:7][CH:8]1[CH2:13][CH2:12][N:11](CC2C=CC=CC=2)[CH2:10][CH2:9]1)([CH3:4])([CH3:3])[CH3:2]. Product: [C:1]([O:5][C:6](=[O:21])[NH:7][CH:8]1[CH2:13][CH2:12][NH:11][CH2:10][CH2:9]1)([CH3:4])([CH3:2])[CH3:3]. The catalyst class is: 19. (2) Reactant: [Br:1][C:2]1[CH:3]=[C:4]2[C:9](=[CH:10][CH:11]=1)[C:8](=O)[CH2:7][CH2:6][CH2:5]2.C([O-])(=O)C.[NH4+:17].O.[OH-].[Na+]. Product: [Br:1][C:2]1[CH:3]=[C:4]2[C:9](=[CH:10][CH:11]=1)[CH:8]([NH2:17])[CH2:7][CH2:6][CH2:5]2. The catalyst class is: 41. (3) Reactant: [F:1][C:2]1[CH:22]=[C:21]([S:23]([CH3:26])(=[O:25])=[O:24])[CH:20]=[CH:19][C:3]=1[O:4][C:5]1[C:10]([CH3:11])=[C:9]([O:12][CH:13]2[CH2:18][CH2:17][NH:16][CH2:15][CH2:14]2)[N:8]=[CH:7][N:6]=1.[CH2:27]([O:29][CH2:30][C:31](O)=[O:32])[CH3:28].CN(C(ON1N=NC2C=CC=NC1=2)=[N+](C)C)C.F[P-](F)(F)(F)(F)F. Product: [CH2:27]([O:29][CH2:30][C:31]([N:16]1[CH2:17][CH2:18][CH:13]([O:12][C:9]2[C:10]([CH3:11])=[C:5]([O:4][C:3]3[CH:19]=[CH:20][C:21]([S:23]([CH3:26])(=[O:24])=[O:25])=[CH:22][C:2]=3[F:1])[N:6]=[CH:7][N:8]=2)[CH2:14][CH2:15]1)=[O:32])[CH3:28]. The catalyst class is: 1. (4) Reactant: Cl[CH2:2][CH2:3][C:4]([NH:6][C:7]1[CH:12]=[CH:11][CH:10]=[CH:9][CH:8]=1)=[O:5].[Al+3].[Cl-].[Cl-].[Cl-]. Product: [NH:6]1[C:7]2[C:12](=[CH:11][CH:10]=[CH:9][CH:8]=2)[CH2:2][CH2:3][C:4]1=[O:5]. The catalyst class is: 159. (5) Reactant: [CH2:1]=[CH:2][CH3:3].[O:4]=[O:5].C[C:7]1[C:12]2[CH2:13][O:14][C:15](=[O:16])[C:11]=2C(O[C@@H]2O[C@H](C(O)=O)[C@@H](O)[C@H](O)[C@H]2O)=C(C/C=C(/CCC(O)=O)\C)C=1OC. Product: [C:15]([O:14][CH2:13][CH:12]=[CH2:7])(=[O:16])[CH3:11].[CH2:1]=[CH:2][CH3:3].[O:4]=[O:5]. The catalyst class is: 86. (6) Reactant: Cl[C:2]1[N:10]=[C:9]([C:11]#[C:12][CH:13]([OH:15])[CH3:14])[N:8]=[C:7]2[C:3]=1[N:4]=[CH:5][N:6]2[CH3:16].O.[NH3:18]. Product: [NH2:18][C:2]1[N:10]=[C:9]([C:11]#[C:12][CH:13]([OH:15])[CH3:14])[N:8]=[C:7]2[C:3]=1[N:4]=[CH:5][N:6]2[CH3:16]. The catalyst class is: 12. (7) Reactant: [F:1][C:2]1[CH:7]=[C:6]([F:8])[CH:5]=[CH:4][C:3]=1[C:9]1[C:10]2[N:18]([CH3:19])[C:17](=[O:20])[C:16](C(O)=O)=[CH:15][C:11]=2[CH:12]=[N:13][N:14]=1.C1COCC1.O.O.C([O-])(=O)C.[Li+].C1C(=O)N([Br:43])C(=O)C1. Product: [Br:43][C:16]1[C:17](=[O:20])[N:18]([CH3:19])[C:10]2[C:9]([C:3]3[CH:4]=[CH:5][C:6]([F:8])=[CH:7][C:2]=3[F:1])=[N:14][N:13]=[CH:12][C:11]=2[CH:15]=1. The catalyst class is: 6.